Dataset: Forward reaction prediction with 1.9M reactions from USPTO patents (1976-2016). Task: Predict the product of the given reaction. (1) The product is: [CH3:1][CH:2]([S:4][C:5]1[CH:10]=[CH:9][C:8]([C:15]2[CH:16]=[CH:17][C:18]([O:21][CH2:22][CH:23]3[CH2:24][CH2:25][N:26]([C:29]([O:31][CH:32]([CH3:34])[CH3:33])=[O:30])[CH2:27][CH2:28]3)=[CH:19][CH:20]=2)=[CH:7][CH:6]=1)[CH3:3]. Given the reactants [CH3:1][CH:2]([S:4][C:5]1[CH:10]=[CH:9][C:8](B(O)O)=[CH:7][CH:6]=1)[CH3:3].Br[C:15]1[CH:20]=[CH:19][C:18]([O:21][CH2:22][CH:23]2[CH2:28][CH2:27][N:26]([C:29]([O:31][CH:32]([CH3:34])[CH3:33])=[O:30])[CH2:25][CH2:24]2)=[CH:17][CH:16]=1, predict the reaction product. (2) Given the reactants [N:1]1([CH2:6][CH2:7][N:8]2[C:16]3[C:11](=[CH:12][C:13]([NH2:17])=[CH:14][CH:15]=3)[CH:10]=[N:9]2)[CH2:5][CH2:4][CH2:3][CH2:2]1.[Cl:18][C:19]1[CH:24]=[CH:23][C:22]([CH:25]2[CH2:30][CH2:29][CH:28]([C:31](O)=[O:32])[CH2:27][CH2:26]2)=[CH:21][CH:20]=1, predict the reaction product. The product is: [Cl:18][C:19]1[CH:20]=[CH:21][C:22]([CH:25]2[CH2:26][CH2:27][CH:28]([C:31]([NH:17][C:13]3[CH:12]=[C:11]4[C:16](=[CH:15][CH:14]=3)[N:8]([CH2:7][CH2:6][N:1]3[CH2:5][CH2:4][CH2:3][CH2:2]3)[N:9]=[CH:10]4)=[O:32])[CH2:29][CH2:30]2)=[CH:23][CH:24]=1. (3) Given the reactants [F:1][CH:2]([F:11])[O:3][C:4]1[C:5]([OH:10])=[N:6][CH:7]=[CH:8][CH:9]=1.C([O-])(=O)C.[Na+].[Br:17]Br, predict the reaction product. The product is: [Br:17][C:8]1[CH:9]=[C:4]([O:3][CH:2]([F:1])[F:11])[C:5]([OH:10])=[N:6][CH:7]=1. (4) Given the reactants Cl[CH2:2][CH2:3][CH2:4][CH2:5][N:6]1[C:10]2[CH:11]=[CH:12][CH:13]=[CH:14][C:9]=2[N:8]=[CH:7]1.[CH3:15][O:16][C:17]1[CH:22]=[CH:21][CH:20]=[CH:19][C:18]=1N1CCCCC1.C([N:32]([CH:35]([CH3:37])C)[CH2:33][CH3:34])(C)C.[I-].[K+].[C:40](#N)C, predict the reaction product. The product is: [N:6]1([CH2:5][CH2:4][CH2:3][CH2:2][N:32]2[CH2:33][CH2:34][CH:40]([C:18]3[CH:19]=[CH:20][CH:21]=[CH:22][C:17]=3[O:16][CH3:15])[CH2:37][CH2:35]2)[C:10]2[CH:11]=[CH:12][CH:13]=[CH:14][C:9]=2[N:8]=[CH:7]1.